Dataset: Reaction yield outcomes from USPTO patents with 853,638 reactions. Task: Predict the reaction yield, written as a fraction of the theoretical maximum amount of product (1.0 means a 100% yield; for example, 0.34 means a 34% yield). (1) The reactants are [NH2:1][C:2]1[C:11]2[C:6](=[CH:7][CH:8]=[CH:9][CH:10]=2)[NH:5][C:4](=[O:12])[C:3]=1[C:13]([O:15]CC1C=CC=CC=1)=[O:14]. The catalyst is CN(C=O)C.[Pd]. The product is [NH2:1][C:2]1[C:11]2[C:6](=[CH:7][CH:8]=[CH:9][CH:10]=2)[NH:5][C:4](=[O:12])[C:3]=1[C:13]([OH:15])=[O:14]. The yield is 0.120. (2) The reactants are [Cl:1][CH2:2][CH2:3][CH2:4][S:5]([O:8][CH2:9][C:10]([CH3:24])([CH3:23])[C@@H:11]([O:15][CH2:16][C:17]1[CH:22]=[CH:21][CH:20]=[CH:19][CH:18]=1)[C:12]([OH:14])=[O:13])(=[O:7])=[O:6].[C:25]1([CH2:31][C:32]([O:34][CH2:35]Cl)=[O:33])[CH:30]=[CH:29][CH:28]=[CH:27][CH:26]=1. The catalyst is C1(C)C=CC=CC=1.C(=O)([O-])[O-].[Ag+2]. The product is [Cl:1][CH2:2][CH2:3][CH2:4][S:5]([O:8][CH2:9][C:10]([CH3:24])([CH3:23])[C@@H:11]([O:15][CH2:16][C:17]1[CH:22]=[CH:21][CH:20]=[CH:19][CH:18]=1)[C:12]([O:14][CH2:35][O:34][C:32](=[O:33])[CH2:31][C:25]1[CH:26]=[CH:27][CH:28]=[CH:29][CH:30]=1)=[O:13])(=[O:6])=[O:7]. The yield is 0.640. (3) The reactants are Br[C:2]1[CH:6]=[CH:5][O:4][C:3]=1[C:7]([O:9][CH2:10][CH3:11])=[O:8].C([Sn](CCCC)(CCCC)[C:17]1[CH:22]=[CH:21][N:20]=[CH:19][CH:18]=1)CCC.[F-].[NH4+]. The catalyst is C1COCC1.C1C=CC([P]([Pd]([P](C2C=CC=CC=2)(C2C=CC=CC=2)C2C=CC=CC=2)([P](C2C=CC=CC=2)(C2C=CC=CC=2)C2C=CC=CC=2)[P](C2C=CC=CC=2)(C2C=CC=CC=2)C2C=CC=CC=2)(C2C=CC=CC=2)C2C=CC=CC=2)=CC=1. The product is [N:20]1[CH:21]=[CH:22][C:17]([C:2]2[CH:6]=[CH:5][O:4][C:3]=2[C:7]([O:9][CH2:10][CH3:11])=[O:8])=[CH:18][CH:19]=1. The yield is 0.450. (4) The reactants are Cl.[NH:2]1[CH2:7][CH2:6][C:5](=[O:8])[CH2:4][CH2:3]1.C[O-].[Na+].C(=O)([O-])[O-].[K+].[K+].F[C:19]1[CH:24]=[CH:23][C:22]([N+:25]([O-:27])=[O:26])=[CH:21][CH:20]=1. No catalyst specified. The product is [N+:25]([C:22]1[CH:23]=[CH:24][C:19]([N:2]2[CH2:7][CH2:6][C:5](=[O:8])[CH2:4][CH2:3]2)=[CH:20][CH:21]=1)([O-:27])=[O:26]. The yield is 0.370. (5) The catalyst is CN(C)C=O. The product is [F:27][C:23](=[C:24]([F:26])[F:25])[CH2:22][CH2:21][C:9]([CH2:8][C:7]1[CH:6]=[CH:5][C:4]([O:3][C:2]([F:16])([F:17])[F:1])=[CH:15][CH:14]=1)([C:12]#[N:13])[C:10]#[N:11]. The yield is 0.270. The reactants are [F:1][C:2]([F:17])([F:16])[O:3][C:4]1[CH:15]=[CH:14][C:7]([CH2:8][CH:9]([C:12]#[N:13])[C:10]#[N:11])=[CH:6][CH:5]=1.[H-].[Na+].Br[CH2:21][CH2:22][C:23]([F:27])=[C:24]([F:26])[F:25]. (6) The reactants are [Br:1][C:2]1[C:10]2[C:5](=[CH:6][C:7]([N+:13]([O-:15])=[O:14])=[C:8]([CH2:11]Br)[CH:9]=2)[N:4]([C:16]([C:29]2[CH:34]=[CH:33][CH:32]=[CH:31][CH:30]=2)([C:23]2[CH:28]=[CH:27][CH:26]=[CH:25][CH:24]=2)[C:17]2[CH:22]=[CH:21][CH:20]=[CH:19][CH:18]=2)[N:3]=1.[NH2:35][C@@H:36]1[CH2:41][CH2:40][CH2:39][N:38]([C:42]([O:44][C:45]([CH3:48])([CH3:47])[CH3:46])=[O:43])[CH2:37]1. The catalyst is C1COCC1. The product is [Br:1][C:2]1[C:10]2[C:5](=[CH:6][C:7]([N+:13]([O-:15])=[O:14])=[C:8]([CH2:11][NH:35][C@@H:36]3[CH2:41][CH2:40][CH2:39][N:38]([C:42]([O:44][C:45]([CH3:48])([CH3:47])[CH3:46])=[O:43])[CH2:37]3)[CH:9]=2)[N:4]([C:16]([C:17]2[CH:22]=[CH:21][CH:20]=[CH:19][CH:18]=2)([C:23]2[CH:24]=[CH:25][CH:26]=[CH:27][CH:28]=2)[C:29]2[CH:34]=[CH:33][CH:32]=[CH:31][CH:30]=2)[N:3]=1. The yield is 0.478. (7) The reactants are CB1N2CCC[C@H]2C(C2C=CC=CC=2)(C2C=CC=CC=2)O1.[CH:22]1[C:27]([C:28]([CH2:30][Br:31])=[O:29])=[CH:26][CH:25]=[C:24]([F:32])[CH:23]=1.Cl. The catalyst is C(OC)(C)(C)C. The product is [Br:31][CH2:30][C@H:28]([C:27]1[CH:26]=[CH:25][C:24]([F:32])=[CH:23][CH:22]=1)[OH:29]. The yield is 0.990.